Dataset: Peptide-MHC class I binding affinity with 185,985 pairs from IEDB/IMGT. Task: Regression. Given a peptide amino acid sequence and an MHC pseudo amino acid sequence, predict their binding affinity value. This is MHC class I binding data. (1) The peptide sequence is FQSCISSGFI. The MHC is H-2-Db with pseudo-sequence H-2-Db. The binding affinity (normalized) is 0.389. (2) The peptide sequence is NHDGIQAGV. The MHC is HLA-A68:02 with pseudo-sequence HLA-A68:02. The binding affinity (normalized) is 0.0847. (3) The peptide sequence is YLRLYIILAR. The MHC is HLA-A31:01 with pseudo-sequence HLA-A31:01. The binding affinity (normalized) is 0.765. (4) The peptide sequence is HLREYQDLL. The MHC is HLA-A02:01 with pseudo-sequence HLA-A02:01. The binding affinity (normalized) is 0.623.